This data is from Full USPTO retrosynthesis dataset with 1.9M reactions from patents (1976-2016). The task is: Predict the reactants needed to synthesize the given product. Given the product [CH2:13]([C:17]1([CH:30]2[CH2:34][CH2:33][CH2:32][CH2:31]2)[CH2:25][C:24]2[C:19](=[C:20]([Cl:28])[C:21]([Cl:27])=[C:22]([O:26][CH2:4][C:5]3[CH:6]=[C:7]([C:8]4[CH:7]=[CH:6][C:5]([C:4]([OH:3])=[O:12])=[CH:10][CH:9]=4)[CH:8]=[CH:9][CH:10]=3)[CH:23]=2)[C:18]1=[O:29])[CH2:14][CH2:15][CH3:16], predict the reactants needed to synthesize it. The reactants are: C([O:3][C:4](=[O:12])[C:5]1[CH:10]=[CH:9][C:8](I)=[CH:7][CH:6]=1)C.[CH2:13]([C:17]1([CH:30]2[CH2:34][CH2:33][CH2:32][CH2:31]2)[CH2:25][C:24]2[C:19](=[C:20]([Cl:28])[C:21]([Cl:27])=[C:22]([OH:26])[CH:23]=2)[C:18]1=[O:29])[CH2:14][CH2:15][CH3:16].